From a dataset of Full USPTO retrosynthesis dataset with 1.9M reactions from patents (1976-2016). Predict the reactants needed to synthesize the given product. (1) Given the product [CH3:1][C:2]([CH3:24])([CH3:23])[CH2:3][N:4]1[C:8]2[N:9]=[C:10]([C:13]#[N:14])[N:11]=[CH:12][C:7]=2[CH:6]=[C:5]1[CH2:15][N:16]1[CH2:21][CH2:20][C:19](=[N:31][OH:32])[CH2:18][CH2:17]1, predict the reactants needed to synthesize it. The reactants are: [CH3:1][C:2]([CH3:24])([CH3:23])[CH2:3][N:4]1[C:8]2[N:9]=[C:10]([C:13]#[N:14])[N:11]=[CH:12][C:7]=2[CH:6]=[C:5]1[CH2:15][N:16]1[CH2:21][CH2:20][C:19](=O)[CH2:18][CH2:17]1.N1C=CC=CC=1.[NH2:31][OH:32]. (2) Given the product [Cl:1][C:2]1[N:7]=[C:6]2[S:8][C:9]([CH2:11][OH:12])=[CH:10][C:5]2=[CH:4][CH:3]=1, predict the reactants needed to synthesize it. The reactants are: [Cl:1][C:2]1[N:7]=[C:6]2[S:8][C:9]([CH:11]=[O:12])=[CH:10][C:5]2=[CH:4][CH:3]=1.[BH4-].[Na+]. (3) Given the product [F:12][C:13]([F:26])([F:25])[S:14]([O:1][C:2]1[C:3]([CH3:11])=[CH:4][C:5]([CH:6]=[O:7])=[CH:8][C:9]=1[CH3:10])(=[O:16])=[O:15], predict the reactants needed to synthesize it. The reactants are: [OH:1][C:2]1[C:9]([CH3:10])=[CH:8][C:5]([CH:6]=[O:7])=[CH:4][C:3]=1[CH3:11].[F:12][C:13]([F:26])([F:25])[S:14](O[S:14]([C:13]([F:26])([F:25])[F:12])(=[O:16])=[O:15])(=[O:16])=[O:15]. (4) Given the product [Br:1][C:2]1[CH:3]=[N:4][CH:5]=[C:6]([Br:9])[C:7]=1[N:14]1[CH2:15][CH2:16][CH:12]([C:10]#[N:11])[CH2:13]1, predict the reactants needed to synthesize it. The reactants are: [Br:1][C:2]1[CH:3]=[N:4][CH:5]=[C:6]([Br:9])[C:7]=1Cl.[C:10]([CH:12]1[CH2:16][CH2:15][NH:14][CH2:13]1)#[N:11].C(N(CC)CC)C. (5) Given the product [CH3:1][C@@H:2]1[NH:7][C@H:6]([C:8]2[CH:13]=[CH:12][CH:11]=[CH:10][CH:9]=2)[CH2:5][O:4][C:3]1=[O:14], predict the reactants needed to synthesize it. The reactants are: [CH3:1][C:2]1[C:3](=[O:14])[O:4][CH2:5][C@@H:6]([C:8]2[CH:13]=[CH:12][CH:11]=[CH:10][CH:9]=2)[N:7]=1. (6) Given the product [C:36]([O:35][C:33]([N:30]1[CH2:31][CH2:32][CH:27]([N:21]([S:18]([C:4]2[CH:5]=[C:6]([C:41]3[C:46]([C:47]([F:49])([F:50])[F:48])=[CH:45][C:44]([NH:51][C:52]4[N:56]=[C:55]([NH2:57])[NH:54][N:53]=4)=[CH:43][C:42]=3[Cl:58])[CH:7]=[CH:8][C:3]=2[O:2][CH3:1])(=[O:19])=[O:20])[CH2:22][C:23]([F:26])([F:25])[F:24])[CH2:28][CH2:29]1)=[O:34])([CH3:38])([CH3:37])[CH3:39], predict the reactants needed to synthesize it. The reactants are: [CH3:1][O:2][C:3]1[CH:8]=[CH:7][C:6](B2OC(C)(C)C(C)(C)O2)=[CH:5][C:4]=1[S:18]([N:21]([CH:27]1[CH2:32][CH2:31][N:30]([C:33]([O:35][C:36]([CH3:39])([CH3:38])[CH3:37])=[O:34])[CH2:29][CH2:28]1)[CH2:22][C:23]([F:26])([F:25])[F:24])(=[O:20])=[O:19].Br[C:41]1[C:46]([C:47]([F:50])([F:49])[F:48])=[CH:45][C:44]([NH:51][C:52]2[N:56]=[C:55]([NH2:57])[NH:54][N:53]=2)=[CH:43][C:42]=1[Cl:58].CN1C(C)(C)CC(SC2C=CC(B3OC(C)(C)C(C)(C)O3)=CC=2)CC1(C)C.C(=O)([O-])[O-].[K+].[K+]. (7) The reactants are: CS([O:5][CH2:6][CH2:7][C@@H:8]1[CH2:13][N:12]([C:14]([O:16][CH2:17][C:18]2[CH:23]=[CH:22][CH:21]=[CH:20][CH:19]=2)=[O:15])[CH2:11][CH2:10][N:9]1[C:24]([O:26][C:27]([CH3:30])([CH3:29])[CH3:28])=[O:25])(=O)=O.O[C:32]1[CH:33]=[C:34]([CH:39]=[CH:40][C:41]=1[O:42][CH3:43])[C:35]([O:37][CH3:38])=[O:36].C(=O)([O-])[O-].[Cs+].[Cs+]. Given the product [CH3:43][O:42][C:41]1[CH:32]=[CH:33][C:34]([C:35]([O:37][CH3:38])=[O:36])=[CH:39][C:40]=1[O:5][CH2:6][CH2:7][C@@H:8]1[CH2:13][N:12]([C:14]([O:16][CH2:17][C:18]2[CH:23]=[CH:22][CH:21]=[CH:20][CH:19]=2)=[O:15])[CH2:11][CH2:10][N:9]1[C:24]([O:26][C:27]([CH3:30])([CH3:29])[CH3:28])=[O:25], predict the reactants needed to synthesize it.